Task: Predict the product of the given reaction.. Dataset: Forward reaction prediction with 1.9M reactions from USPTO patents (1976-2016) (1) Given the reactants [CH2:1]([N:3]1[C:12]2[CH:11]=[CH:10][C:9]([CH3:13])=[CH:8][C:7]=2[C:6](=[O:14])[C:5]2[N:15]([CH3:18])[N:16]=[CH:17][C:4]1=2)[CH3:2].CS(OC1C[CH2:28][N:27](C(OC(C)(C)C)=O)[CH2:26][CH2:25]1)(=O)=O.C(=O)([O-])[O-].[K+].[K+], predict the reaction product. The product is: [CH3:18][N:15]1[C:5]2[C:6](=[O:14])[C:7]3[CH:8]=[C:9]([CH3:13])[CH:10]=[CH:11][C:12]=3[N:3]([CH:1]3[CH2:25][CH2:26][NH:27][CH2:28][CH2:2]3)[C:4]=2[CH:17]=[N:16]1. (2) Given the reactants [N:1]1([S:5]([NH2:8])(=[O:7])=[O:6])[CH2:4][CH2:3][CH2:2]1.C1(P(C2CCCCC2)C2C=CC=CC=2C2C(C(C)C)=CC(C(C)C)=CC=2C(C)C)CCCCC1.C(=O)([O-])[O-].[Cs+].[Cs+].Cl[C:50]1[CH:55]=[C:54]([O:56][CH:57]2[CH2:62][O:61][CH:60]([C:63]3[CH:68]=[CH:67][CH:66]=[CH:65][CH:64]=3)[O:59][CH2:58]2)[N:53]=[C:52]([S:69][CH2:70][C:71]2[CH:76]=[CH:75][CH:74]=[C:73]([F:77])[C:72]=2[F:78])[N:51]=1, predict the reaction product. The product is: [F:78][C:72]1[C:73]([F:77])=[CH:74][CH:75]=[CH:76][C:71]=1[CH2:70][S:69][C:52]1[N:51]=[C:50]([NH:8][S:5]([N:1]2[CH2:4][CH2:3][CH2:2]2)(=[O:7])=[O:6])[CH:55]=[C:54]([O:56][CH:57]2[CH2:58][O:59][CH:60]([C:63]3[CH:64]=[CH:65][CH:66]=[CH:67][CH:68]=3)[O:61][CH2:62]2)[N:53]=1. (3) The product is: [Br:24][C:9]1[CH:10]=[CH:11][C:2]2[N:1]([CH:12]3[CH2:16][CH2:15][N:14]([C:17]([O:19][C:20]([CH3:23])([CH3:22])[CH3:21])=[O:18])[CH2:13]3)[CH2:7][CH2:6][CH2:5][CH2:4][C:3]=2[CH:8]=1. Given the reactants [N:1]1([CH:12]2[CH2:16][CH2:15][N:14]([C:17]([O:19][C:20]([CH3:23])([CH3:22])[CH3:21])=[O:18])[CH2:13]2)[CH2:7][CH2:6][CH2:5][CH2:4][C:3]2[CH:8]=[CH:9][CH:10]=[CH:11][C:2]1=2.[Br:24]N1C(=O)CCC1=O, predict the reaction product. (4) Given the reactants [Br:1]Br.[CH3:3][C:4]1[S:8][C:7]2[CH:9]=[C:10]3[C:15](=[C:16]([C:17]4[CH:22]=[CH:21][C:20]([O:23][C:24](=[O:26])[CH3:25])=[CH:19][CH:18]=4)[C:6]=2[C:5]=1[CH3:27])[CH:14]=[CH:13][CH:12]=[CH:11]3.S(=O)(O)[O-].[Na+], predict the reaction product. The product is: [Br:1][C:9]1[C:7]2[S:8][C:4]([CH3:3])=[C:5]([CH3:27])[C:6]=2[C:16]([C:17]2[CH:22]=[CH:21][C:20]([O:23][C:24](=[O:26])[CH3:25])=[CH:19][CH:18]=2)=[C:15]2[C:10]=1[CH:11]=[CH:12][CH:13]=[CH:14]2. (5) Given the reactants [CH3:1][S:2]([C:5]1[CH:10]=[CH:9][C:8]([C@H:11]([C:23]2[CH:28]=[CH:27][CH:26]=[CH:25][C:24]=2[CH3:29])[CH2:12][C:13]([C:15]2[C:16](=O)[N:17]([CH3:21])[CH:18]=[CH:19][CH:20]=2)=[O:14])=[CH:7][CH:6]=1)(=[O:4])=[O:3].C[OH:31], predict the reaction product. The product is: [CH3:21][N:17]1[CH2:16][CH:15]([C:13](=[O:14])[CH2:12][C@H:11]([C:8]2[CH:7]=[CH:6][C:5]([S:2]([CH3:1])(=[O:3])=[O:4])=[CH:10][CH:9]=2)[C:23]2[CH:28]=[CH:27][CH:26]=[CH:25][C:24]=2[CH3:29])[CH2:20][CH2:19][C:18]1=[O:31].[OH:14][C@@H:13]([CH:15]1[CH2:16][N:17]([CH3:21])[C:18](=[O:31])[CH2:19][CH2:20]1)[CH2:12][CH:11]([C:8]1[CH:9]=[CH:10][C:5]([S:2]([CH3:1])(=[O:3])=[O:4])=[CH:6][CH:7]=1)[C:23]1[CH:28]=[CH:27][CH:26]=[CH:25][C:24]=1[CH3:29].